This data is from Forward reaction prediction with 1.9M reactions from USPTO patents (1976-2016). The task is: Predict the product of the given reaction. (1) Given the reactants [CH3:1][O-].[Na+].[N:4]#[C:5][NH2:6].[N:7]([C:10]1[CH:15]=[CH:14][C:13]([S:16]([CH3:19])(=[O:18])=[O:17])=[CH:12][CH:11]=1)=[C:8]=[S:9].IC, predict the reaction product. The product is: [C:5](/[N:6]=[C:8](\[S:9][CH3:1])/[NH:7][C:10]1[CH:11]=[CH:12][C:13]([S:16]([CH3:19])(=[O:18])=[O:17])=[CH:14][CH:15]=1)#[N:4]. (2) The product is: [CH3:1][O:2][C:3]1[CH:4]=[C:5]2[C:10](=[CH:11][C:12]=1[O:13][CH3:14])[N:9]=[CH:8][CH:7]=[C:6]2[O:15][C:16]1[CH:22]=[CH:21][C:19]([NH:20][C:32]([NH:36][N:37]2[CH2:42][CH2:41][CH2:40][CH2:39][CH2:38]2)=[S:33])=[C:18]([CH3:23])[C:17]=1[CH3:24]. Given the reactants [CH3:1][O:2][C:3]1[CH:4]=[C:5]2[C:10](=[CH:11][C:12]=1[O:13][CH3:14])[N:9]=[CH:8][CH:7]=[C:6]2[O:15][C:16]1[CH:22]=[CH:21][C:19]([NH2:20])=[C:18]([CH3:23])[C:17]=1[CH3:24].C(N(CC)CC)C.[C:32](Cl)(Cl)=[S:33].[NH2:36][N:37]1[CH2:42][CH2:41][CH2:40][CH2:39][CH2:38]1, predict the reaction product.